This data is from Forward reaction prediction with 1.9M reactions from USPTO patents (1976-2016). The task is: Predict the product of the given reaction. (1) Given the reactants [NH2:1][C:2]1[CH:3]=[C:4]([C:8]2[C:13]([O:14][CH3:15])=[C:12]([CH:16]=[O:17])[CH:11]=[C:10]([S:18]([NH2:21])(=[O:20])=[O:19])[CH:9]=2)[CH:5]=[CH:6][CH:7]=1.[C:22]1([CH2:28][CH2:29][C:30](Cl)=[O:31])[CH:27]=[CH:26][CH:25]=[CH:24][CH:23]=1, predict the reaction product. The product is: [C:22]1([CH2:28][CH2:29][C:30]([NH:21][S:18]([C:10]2[CH:9]=[C:8]([C:4]3[CH:5]=[CH:6][CH:7]=[C:2]([NH2:1])[CH:3]=3)[C:13]([O:14][CH3:15])=[C:12]([CH:16]=[O:17])[CH:11]=2)(=[O:19])=[O:20])=[O:31])[CH:27]=[CH:26][CH:25]=[CH:24][CH:23]=1. (2) Given the reactants [Br:1][C:2]1[CH:7]=[CH:6][CH:5]=[C:4]([C:8]([CH:11]2[CH2:13][CH2:12]2)(O)[CH3:9])[C:3]=1[OH:14].C([SiH](CC)CC)C.FC(F)(F)C(O)=O, predict the reaction product. The product is: [Br:1][C:2]1[CH:7]=[CH:6][CH:5]=[C:4]([CH:8]([CH:11]2[CH2:12][CH2:13]2)[CH3:9])[C:3]=1[OH:14]. (3) Given the reactants [Cl:1][C:2]1[C:7]([Cl:8])=[CH:6][CH:5]=[CH:4][C:3]=1[N:9]1[CH2:14][CH2:13][N:12]([CH2:15][CH2:16][CH2:17][CH:18]=[CH:19][C:20]2[CH:21]=[CH:22][C:23]3[O:24][CH2:25][C:26](=[O:30])[NH:27][C:28]=3[N:29]=2)[CH2:11][CH2:10]1.C(OCC)(=O)C, predict the reaction product. The product is: [Cl:1][C:2]1[C:7]([Cl:8])=[CH:6][CH:5]=[CH:4][C:3]=1[N:9]1[CH2:14][CH2:13][N:12]([CH2:15][CH2:16][CH2:17][CH2:18][CH2:19][C:20]2[CH:21]=[CH:22][C:23]3[O:24][CH2:25][C:26](=[O:30])[NH:27][C:28]=3[N:29]=2)[CH2:11][CH2:10]1. (4) Given the reactants Br[C:2]1[CH:3]=[C:4]([S:8]([NH:11][C:12]2[CH:21]=[CH:20][C:15]([C:16]([O:18][CH3:19])=[O:17])=[C:14]([OH:22])[CH:13]=2)(=[O:10])=[O:9])[CH:5]=[CH:6][CH:7]=1.[C:23]([NH:26][C:27]1[CH:28]=[C:29](B(O)O)[CH:30]=[CH:31][CH:32]=1)(=[O:25])[CH3:24], predict the reaction product. The product is: [C:23]([NH:26][C:27]1[CH:32]=[C:31]([C:2]2[CH:7]=[CH:6][CH:5]=[C:4]([S:8]([NH:11][C:12]3[CH:21]=[CH:20][C:15]([C:16]([O:18][CH3:19])=[O:17])=[C:14]([OH:22])[CH:13]=3)(=[O:10])=[O:9])[CH:3]=2)[CH:30]=[CH:29][CH:28]=1)(=[O:25])[CH3:24]. (5) Given the reactants Cl.[NH2:2][C@@H:3]([CH2:8][CH2:9][NH:10][C:11]([O:13][C:14]([CH3:17])([CH3:16])[CH3:15])=[O:12])[C:4]([O:6][CH3:7])=[O:5].[C:18]1([CH:24]([C:35]2[CH:40]=[CH:39][CH:38]=[CH:37][CH:36]=2)[N:25]2[CH:30]=[CH:29][CH:28]=[C:27]([C:31](O)=[O:32])[C:26]2=[O:34])[CH:23]=[CH:22][CH:21]=[CH:20][CH:19]=1.C(N(C(C)C)CC)(C)C.CN(C(ON1N=NC2C=CC=CC1=2)=[N+](C)C)C.F[P-](F)(F)(F)(F)F, predict the reaction product. The product is: [C:14]([O:13][C:11]([NH:10][CH2:9][CH2:8][C@H:3]([NH:2][C:31]([C:27]1[C:26](=[O:34])[N:25]([CH:24]([C:18]2[CH:23]=[CH:22][CH:21]=[CH:20][CH:19]=2)[C:35]2[CH:36]=[CH:37][CH:38]=[CH:39][CH:40]=2)[CH:30]=[CH:29][CH:28]=1)=[O:32])[C:4]([O:6][CH3:7])=[O:5])=[O:12])([CH3:17])([CH3:16])[CH3:15]. (6) Given the reactants [CH2:1]([O:8][C:9](=[O:18])[CH:10]([C:15](=[O:17])[CH3:16])[CH2:11][CH2:12][CH2:13][CH3:14])[C:2]1[CH:7]=[CH:6][CH:5]=[CH:4][CH:3]=1.[CH:19](OC)(OC)[O:20]C.O.S([C:31]1C=CC(C)=CC=1)(O)(=O)=O, predict the reaction product. The product is: [CH2:1]([O:8][C:9](=[O:18])[CH:10]([C:15]([O:20][CH3:19])([O:17][CH3:31])[CH3:16])[CH2:11][CH2:12][CH2:13][CH3:14])[C:2]1[CH:7]=[CH:6][CH:5]=[CH:4][CH:3]=1.